This data is from Forward reaction prediction with 1.9M reactions from USPTO patents (1976-2016). The task is: Predict the product of the given reaction. (1) Given the reactants [CH3:1][O:2][C:3]1[CH:12]=[C:11]2[C:6]([CH2:7][CH2:8][CH:9]([NH2:13])[CH2:10]2)=[CH:5][CH:4]=1.CCN(C(C)C)C(C)C.[C:23](Cl)(=[O:25])[CH3:24], predict the reaction product. The product is: [CH3:1][O:2][C:3]1[CH:12]=[C:11]2[C:6]([CH2:7][CH2:8][CH:9]([NH:13][C:23](=[O:25])[CH3:24])[CH2:10]2)=[CH:5][CH:4]=1. (2) Given the reactants [CH:1]1([N:9]2[C:12](=[O:13])[C:11]([CH3:15])([CH3:14])[NH:10]2)[CH2:8][CH2:7][CH2:6][CH2:5][CH2:4][CH2:3][CH2:2]1.[Cl:16][C:17]1[CH:24]=[CH:23][C:22]([F:25])=[CH:21][C:18]=1[CH2:19]Br, predict the reaction product. The product is: [Cl:16][C:17]1[CH:24]=[CH:23][C:22]([F:25])=[CH:21][C:18]=1[CH2:19][N:10]1[C:11]([CH3:15])([CH3:14])[C:12](=[O:13])[N:9]1[CH:1]1[CH2:8][CH2:7][CH2:6][CH2:5][CH2:4][CH2:3][CH2:2]1.